From a dataset of Reaction yield outcomes from USPTO patents with 853,638 reactions. Predict the reaction yield, written as a fraction of the theoretical maximum amount of product (1.0 means a 100% yield; for example, 0.34 means a 34% yield). The reactants are [CH3:1][O:2][C:3]1[CH:41]=[CH:40][C:6]([CH2:7][N:8]2[C:12]([C:13]3[CH:18]=[CH:17][CH:16]=[CH:15][C:14]=3[C:19]3[CH:24]=[CH:23][C:22]([CH2:25][NH:26][C:27]4[C:36]([N+:37]([O-])=O)=[CH:35][CH:34]=[CH:33][C:28]=4[C:29]([O:31][CH3:32])=[O:30])=[CH:21][CH:20]=3)=[N:11][N:10]=[N:9]2)=[CH:5][CH:4]=1.O.O.[Sn](Cl)Cl. The catalyst is CO. The product is [CH3:1][O:2][C:3]1[CH:4]=[CH:5][C:6]([CH2:7][N:8]2[C:12]([C:13]3[CH:18]=[CH:17][CH:16]=[CH:15][C:14]=3[C:19]3[CH:24]=[CH:23][C:22]([CH2:25][NH:26][C:27]4[C:36]([NH2:37])=[CH:35][CH:34]=[CH:33][C:28]=4[C:29]([O:31][CH3:32])=[O:30])=[CH:21][CH:20]=3)=[N:11][N:10]=[N:9]2)=[CH:40][CH:41]=1. The yield is 0.700.